From a dataset of Full USPTO retrosynthesis dataset with 1.9M reactions from patents (1976-2016). Predict the reactants needed to synthesize the given product. (1) Given the product [NH2:16][C:15]1[N:7]([CH2:6][C:3]2[CH:4]=[CH:5][NH:1][N:2]=2)[C:8](=[S:9])[NH:10][C:18](=[O:19])[CH:17]=1, predict the reactants needed to synthesize it. The reactants are: [NH:1]1[CH:5]=[CH:4][C:3]([CH2:6][NH:7][C:8]([NH2:10])=[S:9])=[N:2]1.[O-]CC.[Na+].[C:15]([CH2:17][C:18](OCC)=[O:19])#[N:16]. (2) Given the product [F:20][CH:21]([F:30])[O:22][C:23]1[CH:24]=[CH:25][C:26]([NH:27][C:2]2[C:3](=[O:19])[N:4]([CH2:15][CH2:16][O:17][CH3:18])[S:5](=[O:14])(=[O:13])[C:6]=2[C:7]2[CH:12]=[CH:11][CH:10]=[CH:9][CH:8]=2)=[CH:28][CH:29]=1, predict the reactants needed to synthesize it. The reactants are: Cl[C:2]1[C:3](=[O:19])[N:4]([CH2:15][CH2:16][O:17][CH3:18])[S:5](=[O:14])(=[O:13])[C:6]=1[C:7]1[CH:12]=[CH:11][CH:10]=[CH:9][CH:8]=1.[F:20][CH:21]([F:30])[O:22][C:23]1[CH:29]=[CH:28][C:26]([NH2:27])=[CH:25][CH:24]=1. (3) Given the product [Cl:27][C:21]1[CH:22]=[N:23][C:24]2[C:19]([N:20]=1)=[CH:18][C:17]([C:15]([C:10]1[C:11]([F:14])=[CH:12][CH:13]=[C:8]([OH:7])[C:9]=1[F:28])=[O:16])=[CH:26][CH:25]=2, predict the reactants needed to synthesize it. The reactants are: C(=O)([O:7][C:8]1[CH:13]=[CH:12][C:11]([F:14])=[C:10]([C:15]([C:17]2[CH:18]=[C:19]3[C:24](=[CH:25][CH:26]=2)[N:23]=[CH:22][C:21]([Cl:27])=[N:20]3)=[O:16])[C:9]=1[F:28])OC(C)(C)C.